From a dataset of TCR-epitope binding with 47,182 pairs between 192 epitopes and 23,139 TCRs. Binary Classification. Given a T-cell receptor sequence (or CDR3 region) and an epitope sequence, predict whether binding occurs between them. The epitope is ILGLPTQTV. The TCR CDR3 sequence is CASSQIDSDTQYF. Result: 0 (the TCR does not bind to the epitope).